This data is from Full USPTO retrosynthesis dataset with 1.9M reactions from patents (1976-2016). The task is: Predict the reactants needed to synthesize the given product. Given the product [Cl:23][CH2:1][C:2]1[N:3]=[C:4]([C:13]2[CH:18]=[CH:17][C:16]([CH3:19])=[CH:15][CH:14]=2)[O:5][C:6]=1[C:7]1[CH:12]=[CH:11][CH:10]=[CH:9][CH:8]=1, predict the reactants needed to synthesize it. The reactants are: [CH3:1][C:2]1[N+:3]([O-])=[C:4]([C:13]2[CH:18]=[CH:17][C:16]([CH3:19])=[CH:15][CH:14]=2)[O:5][C:6]=1[C:7]1[CH:12]=[CH:11][CH:10]=[CH:9][CH:8]=1.P(Cl)(Cl)([Cl:23])=O.N.